This data is from Peptide-MHC class I binding affinity with 185,985 pairs from IEDB/IMGT. The task is: Regression. Given a peptide amino acid sequence and an MHC pseudo amino acid sequence, predict their binding affinity value. This is MHC class I binding data. The peptide sequence is SWHHTSDDF. The MHC is HLA-A02:12 with pseudo-sequence HLA-A02:12. The binding affinity (normalized) is 0.0847.